Dataset: Catalyst prediction with 721,799 reactions and 888 catalyst types from USPTO. Task: Predict which catalyst facilitates the given reaction. (1) The catalyst class is: 15. Product: [Br:21][C:22]1[CH:28]=[CH:27][CH:26]=[CH:25][C:23]=1[NH:24][C:2]1[C:11]2[C:6](=[CH:7][CH:8]=[C:9]([C:12]3[CH:17]=[CH:16][CH:15]=[CH:14][CH:13]=3)[CH:10]=2)[N:5]=[CH:4][C:3]=1[N+:18]([O-:20])=[O:19]. Reactant: Cl[C:2]1[C:11]2[C:6](=[CH:7][CH:8]=[C:9]([C:12]3[CH:17]=[CH:16][CH:15]=[CH:14][CH:13]=3)[CH:10]=2)[N:5]=[CH:4][C:3]=1[N+:18]([O-:20])=[O:19].[Br:21][C:22]1[CH:28]=[CH:27][CH:26]=[CH:25][C:23]=1[NH2:24]. (2) Reactant: [Br:1]N1C(=O)CCC1=O.[F:9][C:10]1[CH:15]=[CH:14][C:13]([N:16]2[C:20]([NH:21][C:22](=[O:26])[CH:23]([CH3:25])[CH3:24])=[CH:19][C:18]([C:27]([O:29][CH3:30])=[O:28])=[N:17]2)=[CH:12][CH:11]=1. Product: [Br:1][C:19]1[C:18]([C:27]([O:29][CH3:30])=[O:28])=[N:17][N:16]([C:13]2[CH:14]=[CH:15][C:10]([F:9])=[CH:11][CH:12]=2)[C:20]=1[NH:21][C:22](=[O:26])[CH:23]([CH3:25])[CH3:24]. The catalyst class is: 4. (3) Reactant: [F:1][C:2]1[CH:7]=[C:6]([C:8]#[N:9])[CH:5]=[C:4]([C:10]2[CH:11]=[N:12][C:13]([C:16]([F:19])([F:18])[F:17])=[CH:14][CH:15]=2)[N:3]=1.[ClH:20]. Product: [ClH:20].[F:1][C:2]1[CH:7]=[C:6]([CH2:8][NH2:9])[CH:5]=[C:4]([C:10]2[CH:11]=[N:12][C:13]([C:16]([F:19])([F:17])[F:18])=[CH:14][CH:15]=2)[N:3]=1. The catalyst class is: 304. (4) Reactant: [NH2:1][C@H:2]([CH2:22][C:23]1[CH:28]=[CH:27][C:26]([Cl:29])=[CH:25][CH:24]=1)[C:3]([N:5]1[CH2:10][CH2:9][CH:8]([C:11]2[CH:16]=[CH:15][CH:14]=[CH:13][C:12]=2[NH:17][S:18]([CH3:21])(=[O:20])=[O:19])[CH2:7][CH2:6]1)=[O:4].CCN(C(C)C)C(C)C.[C:39]([N:46]1[CH2:51][CH2:50][CH:49]([CH2:52][C:53](O)=[O:54])[CH2:48][CH2:47]1)([O:41][C:42]([CH3:45])([CH3:44])[CH3:43])=[O:40].C1C=NC2N(O)N=NC=2C=1.C(Cl)CCl. Product: [Cl:29][C:26]1[CH:25]=[CH:24][C:23]([CH2:22][C@@H:2]([NH:1][C:53]([CH2:52][CH:49]2[CH2:48][CH2:47][N:46]([C:39]([O:41][C:42]([CH3:45])([CH3:44])[CH3:43])=[O:40])[CH2:51][CH2:50]2)=[O:54])[C:3]([N:5]2[CH2:10][CH2:9][CH:8]([C:11]3[CH:16]=[CH:15][CH:14]=[CH:13][C:12]=3[NH:17][S:18]([CH3:21])(=[O:19])=[O:20])[CH2:7][CH2:6]2)=[O:4])=[CH:28][CH:27]=1. The catalyst class is: 3. (5) Reactant: [O:1]1[CH2:6][CH2:5][CH2:4][CH:3]([CH2:7][CH2:8][CH2:9][OH:10])[CH2:2]1.C(N(CC)CC)C.[S:18](Cl)([CH3:21])(=[O:20])=[O:19]. Product: [CH3:21][S:18]([O:10][CH2:9][CH2:8][CH2:7][CH:3]1[CH2:4][CH2:5][CH2:6][O:1][CH2:2]1)(=[O:20])=[O:19]. The catalyst class is: 4. (6) Reactant: [CH3:1][O:2][C:3]1[CH:4]=[C:5]2[C:10](=[CH:11][C:12]=1OS(C(F)(F)F)(=O)=O)[N:9]=[CH:8][CH:7]=[C:6]2[O:21][C:22]1[CH:27]=[CH:26][C:25]([N+:28]([O-:30])=[O:29])=[CH:24][CH:23]=1.O.[CH3:32][N:33](C)C=O. Product: [CH3:1][O:2][C:3]1[CH:4]=[C:5]2[C:10](=[CH:11][C:12]=1[C:32]#[N:33])[N:9]=[CH:8][CH:7]=[C:6]2[O:21][C:22]1[CH:27]=[CH:26][C:25]([N+:28]([O-:30])=[O:29])=[CH:24][CH:23]=1. The catalyst class is: 507. (7) Reactant: [CH3:1][N:2]1[CH2:7][CH2:6][C:5]([C:22]2[CH:27]=[CH:26][CH:25]=[CH:24][CH:23]=2)([CH:8]([O:19][CH:20]=[CH2:21])C2C3C(=CC=CC=3)C=CC=2)[CH2:4][CH2:3]1.[CH3:28][CH2:29]O. Product: [CH3:1][N:2]1[CH2:3][CH2:4][C:5]([CH2:8][O:19][CH:20]([C:3]2[C:28]3[C:29](=[CH:27][CH:22]=[CH:23][CH:24]=3)[CH:6]=[CH:5][CH:4]=2)[CH3:21])([C:22]2[CH:23]=[CH:24][CH:25]=[CH:26][CH:27]=2)[CH2:6][CH2:7]1. The catalyst class is: 45. (8) Product: [C:3]([C:7]1[CH:12]=[C:11]([Cl:13])[CH:10]=[CH:9][C:8]=1[N:14]1[CH2:19][CH2:18][N:17]([C:28](=[O:34])[C:29]([O:31][CH2:32][CH3:33])=[O:30])[CH2:16][CH2:15]1)([CH3:6])([CH3:4])[CH3:5]. Reactant: Cl.Cl.[C:3]([C:7]1[CH:12]=[C:11]([Cl:13])[CH:10]=[CH:9][C:8]=1[N:14]1[CH2:19][CH2:18][NH:17][CH2:16][CH2:15]1)([CH3:6])([CH3:5])[CH3:4].C(N(CC)CC)C.Cl[C:28](=[O:34])[C:29]([O:31][CH2:32][CH3:33])=[O:30]. The catalyst class is: 1.